This data is from Experimentally validated miRNA-target interactions with 360,000+ pairs, plus equal number of negative samples. The task is: Binary Classification. Given a miRNA mature sequence and a target amino acid sequence, predict their likelihood of interaction. (1) The miRNA is mmu-miR-3074-1-3p with sequence GAUAUCAGCUCAGUAGGCACCG. The protein sequence of the target gene is MALSGSTPAPCWEEDECLDYYGMLSLHRMFEVVGGQLTECELELLAFLLDEAPGAAGGLARARSGLELLLELERRGQCDESNLRLLGQLLRVLARHDLLPHLARKRRRPVSPERYSYGTSSSSKRTEGSCRRRRQSSSSANSQQGQWETGSPPTKRQRRSRGRPSGGARRRRRGAPAAPQQQSEPARPSSEGKVTCDIRLRVRAEYCEHGPALEQGVASRRPQALARQLDVFGQATAVLRSRDLGSVVCDIKFSELSYLDAFWGDYLSGALLQALRGVFLTEALREAVGREAVRLLVSVD.... Result: 0 (no interaction). (2) The miRNA is hsa-miR-3911 with sequence UGUGUGGAUCCUGGAGGAGGCA. The protein sequence of the target gene is MAGPRPVVLSGPSGAGKSTLLKKLFQEHSSIFGFSVSHTTRNPRPGEEDGKDYYFVTREMMQRDIAAGDFIEHAEFSGNLYGTSKEAVRAVQAMNRICVLDVDLQGVRSIKKTDLCPIYIFVQPPSLDVLEQRLRLRNTETEESLAKRLAAARTDMESSKEPGLFDLVIINDDLDKAYATLKQALSEEIKKAQGTGHA. Result: 0 (no interaction). (3) The miRNA is hsa-miR-4488 with sequence AGGGGGCGGGCUCCGGCG. The protein sequence of the target gene is MNSVLCSRAAGAVRALRLVGWASRSLHPPPRGRSPAQPADREEEDDDPNLPIQFSGSKATPIRWTVEHSLGKPQQRPWWKVLPLTLTLVALVVWCYQREESGMDLWLRQVLEEEDEEEPEGPPEELEAPALYGART. Result: 0 (no interaction). (4) The miRNA is hsa-miR-1470 with sequence GCCCUCCGCCCGUGCACCCCG. The protein sequence of the target gene is MTDKSIVILSLMVFHSSFINGKTCRRQLVEEWHPQPSSYVVNWTLTENICLDFYRDCWFLGVNTKIDTSGNQAVPQICPLQIQLGDILVISSEPSLQFPEINLMNVSETSFVGCVQNTTTEDQLLFGCRLKGMHTVNSKWLSVGTHYFITVMASGPSPCPLGLRLNVTVKQQFCQESLSSEFCSGHGKCLSEAWSKTYSCHCQPPFSGKYCQELDACSFKPCKNNGSCINKRENWDEQAYECVCHPPFTGKNCSEIIGQCQPHVCFHGNCSNITSNSFICECDEQFSGPFCEVSAKPCVS.... Result: 0 (no interaction). (5) The miRNA is hsa-miR-124-3p with sequence UAAGGCACGCGGUGAAUGCCAA. The protein sequence of the target gene is MDSSRARQQLRRRFLLLPDAEAQLDREGDAGPETSTAVEKKEKPLPRLNIHSGFWILASIVVTYYVDFFKTLKENFHTSSWFLCGSALLLVSLSIAFYCIVYLEWYCGIGEYDVKYPALIPITTASFIAAGICFNIALWHVWSFFTPLLLFTQFMGVVMFITLLG. Result: 1 (interaction). (6) The miRNA is hsa-miR-6729-3p with sequence UCAUCCCCCUCGCCCUCUCAG. The protein sequence of the target gene is MAVTFEDVTIIFTWEEWKFLDSSQKRLYREVMWENYTNVMSVENWNESYKSQEEKFRYLEYENFSYWQGWWNAGAQMYENQNYGETVQGTDSKDLTQQDRSQCQEWLILSTQVPGYGNYELTFESKSLRNLKYKNFMPWQSLETKTTQDYGREIYMSGSHGFQGGRYRLGISRKNLSMEKEQKLIVQHSYIPVEEALPQYVGVICQEDLLRDSMEEKYCGCNKCKGIYYWNSRCVFHKRNQPGENLCQCSICKACFSQRSDLYRHPRNHIGKKLYGCDEVDGNFHQSSGVHFHQRVHIGE.... Result: 0 (no interaction).